From a dataset of TCR-epitope binding with 47,182 pairs between 192 epitopes and 23,139 TCRs. Binary Classification. Given a T-cell receptor sequence (or CDR3 region) and an epitope sequence, predict whether binding occurs between them. The epitope is NLVPMVATV. The TCR CDR3 sequence is CSVAFGRRRPEAFF. Result: 1 (the TCR binds to the epitope).